This data is from Full USPTO retrosynthesis dataset with 1.9M reactions from patents (1976-2016). The task is: Predict the reactants needed to synthesize the given product. (1) The reactants are: [CH2:1]([OH:77])[C@H:2]1[O:7][C@@H:6]2[O:8][C@H:9]3[C@H:14]([OH:15])[C@@H:13]([OH:16])[C@@H:12]([O:17][C@H:18]4[C@H:23]([OH:24])[C@@H:22]([OH:25])[C@@H:21]([O:26][C@H:27]5[C@H:32]([OH:33])[C@@H:31]([OH:34])[C@@H:30]([O:35][C@H:36]6[C@H:41]([OH:42])[C@@H:40]([OH:43])[C@@H:39]([O:44][C@H:45]7[C@H:50]([OH:51])[C@@H:49]([OH:52])[C@@H:48]([O:53][C@H:54]8[C@H:60]([OH:61])[C@@H:59]([OH:62])[C@@H:57]([O:58][C@H:3]1[C@H:4]([OH:76])[C@H:5]2[OH:75])[O:56][C@@H:55]8[CH2:63][OH:64])[O:47][C@@H:46]7[CH2:65][OH:66])[O:38][C@@H:37]6[CH2:67][OH:68])[O:29][C@@H:28]5[CH2:69][OH:70])[O:20][C@@H:19]4[CH2:71][OH:72])[O:11][C@@H:10]3[CH2:73][OH:74].[Na+].[Cl-]. Given the product [CH3:3][CH:2]([OH:7])[CH2:1][O:70][CH2:69][C@H:28]1[O:29][C@@H:30]2[O:35][C@H:36]3[C@H:41]([OH:42])[C@@H:40]([OH:43])[C@@H:39]([O:44][C@H:45]4[C@H:50]([OH:51])[C@@H:49]([OH:52])[C@@H:48]([O:53][C@H:54]5[C@H:60]([OH:61])[C@@H:59]([OH:62])[C@@H:57]([O:58][C@H:3]6[C@H:4]([OH:76])[C@@H:5]([OH:75])[C@@H:6]([O:8][C@H:9]7[C@H:14]([OH:15])[C@@H:13]([OH:16])[C@@H:12]([O:17][C@H:18]8[C@H:23]([OH:24])[C@@H:22]([OH:25])[C@@H:21]([O:26][C@H:27]1[C@H:32]([OH:33])[C@H:31]2[OH:34])[O:20][C@@H:19]8[CH2:71][O:72][CH2:60][CH:54]([OH:53])[CH3:55])[O:11][C@@H:10]7[CH2:73][O:74][CH2:32][CH:27]([OH:26])[CH3:28])[O:7][C@@H:2]6[CH2:1][O:77][CH2:14][CH:9]([OH:8])[CH3:10])[O:56][C@@H:55]5[CH2:63][O:64][CH2:37][CH:36]([OH:35])[CH3:41])[O:47][C@@H:46]4[CH2:65][O:66][CH2:46][CH:45]([OH:44])[CH3:50])[O:38][C@@H:37]3[CH2:67][O:68][CH2:19][CH:18]([OH:17])[CH3:23], predict the reactants needed to synthesize it. (2) Given the product [CH:1]1[C:11]2[CH2:10][C:9]3([CH2:15][CH2:14][CH:13]([N:16]4[CH2:21][CH2:20][NH:19][CH:18]([C:32]([O:34][CH3:35])=[O:33])[CH2:17]4)[CH2:12]3)[C:8]3[CH:36]=[CH:37][CH:38]=[CH:39][C:7]=3[CH2:6][C:5]=2[CH:4]=[CH:3][CH:2]=1, predict the reactants needed to synthesize it. The reactants are: [CH:1]1[C:11]2[CH2:10][C:9]3([CH2:15][CH2:14][CH:13]([N:16]4[CH2:21][CH2:20][N:19](C(OCC5C=CC=CC=5)=O)[CH:18]([C:32]([O:34][CH3:35])=[O:33])[CH2:17]4)[CH2:12]3)[C:8]3[CH:36]=[CH:37][CH:38]=[CH:39][C:7]=3[CH2:6][C:5]=2[CH:4]=[CH:3][CH:2]=1.CC(O)=O. (3) Given the product [Cl:1][Si:2]([C:9]1[CH:10]=[CH:11][CH:12]=[CH:13][CH:14]=1)([C:3]1[CH:8]=[CH:7][CH:6]=[CH:5][CH:4]=1)[CH2:19][CH2:18][CH2:17][CH2:16][C:15]([O:21][CH2:22][C:23]1[CH:28]=[CH:27][CH:26]=[CH:25][CH:24]=1)=[O:20], predict the reactants needed to synthesize it. The reactants are: [Cl:1][SiH:2]([C:9]1[CH:14]=[CH:13][CH:12]=[CH:11][CH:10]=1)[C:3]1[CH:8]=[CH:7][CH:6]=[CH:5][CH:4]=1.[C:15]([O:21][CH2:22][C:23]1[CH:28]=[CH:27][CH:26]=[CH:25][CH:24]=1)(=[O:20])[CH2:16][CH2:17][CH:18]=[CH2:19]. (4) Given the product [Cl:1][C:2]1[CH:3]=[C:4]([CH:5]=[O:6])[CH:7]=[CH:8][C:9]=1[O:10][S:13]([C:12]([F:25])([F:24])[F:11])(=[O:15])=[O:14], predict the reactants needed to synthesize it. The reactants are: [Cl:1][C:2]1[CH:3]=[C:4]([CH:7]=[CH:8][C:9]=1[OH:10])[CH:5]=[O:6].[F:11][C:12]([F:25])([F:24])[S:13](O[S:13]([C:12]([F:25])([F:24])[F:11])(=[O:15])=[O:14])(=[O:15])=[O:14]. (5) Given the product [Cl:10][C:11]1[CH:12]=[C:13]2[C:17](=[CH:18][C:19]=1[F:20])[NH:16][C:15]([C:21]([O:23][CH2:24][CH3:25])=[O:22])=[C:14]2[S:34][C:29]1[CH:30]=[C:31]([CH3:33])[CH:32]=[C:27]([CH3:26])[CH:28]=1, predict the reactants needed to synthesize it. The reactants are: B(F)(F)F.CCOCC.[Cl:10][C:11]1[CH:12]=[C:13]2[C:17](=[CH:18][C:19]=1[F:20])[NH:16][C:15]([C:21]([O:23][CH2:24][CH3:25])=[O:22])=[CH:14]2.[CH3:26][C:27]1[CH:28]=[C:29]([S:34]N2C(=O)CCC2=O)[CH:30]=[C:31]([CH3:33])[CH:32]=1.ClCCl. (6) Given the product [Cl:1][C:2]1[CH:7]=[CH:6][CH:5]=[CH:4][C:3]=1[CH:8]([O:10][C:11]1[CH:15]=[C:14]([N:16]2[C:20]3[CH:21]=[N:22][CH:23]=[CH:24][C:19]=3[N:18]=[CH:17]2)[S:13][C:12]=1[C:25]([NH2:29])=[O:27])[CH3:9], predict the reactants needed to synthesize it. The reactants are: [Cl:1][C:2]1[CH:7]=[CH:6][CH:5]=[CH:4][C:3]=1[CH:8]([O:10][C:11]1[CH:15]=[C:14]([N:16]2[C:20]3[CH:21]=[N:22][CH:23]=[CH:24][C:19]=3[N:18]=[CH:17]2)[S:13][C:12]=1[C:25]([O:27]C)=O)[CH3:9].[NH3:29].